This data is from Catalyst prediction with 721,799 reactions and 888 catalyst types from USPTO. The task is: Predict which catalyst facilitates the given reaction. (1) Reactant: [F:1][C:2]([F:20])([F:19])[C:3]1[CH:8]=[CH:7][CH:6]=[CH:5][C:4]=1[C:9]1[CH:14]=[CH:13][N:12]2[N:15]=[CH:16][C:17]([NH2:18])=[C:11]2[N:10]=1.[N:21]1[CH:26]=[CH:25][CH:24]=[CH:23][C:22]=1[C:27](O)=[O:28].CCN(C(C)C)C(C)C.CN(C(ON1N=NC2C=CC=NC1=2)=[N+](C)C)C.F[P-](F)(F)(F)(F)F. Product: [F:20][C:2]([F:1])([F:19])[C:3]1[CH:8]=[CH:7][CH:6]=[CH:5][C:4]=1[C:9]1[CH:14]=[CH:13][N:12]2[N:15]=[CH:16][C:17]([NH:18][C:27](=[O:28])[C:22]3[CH:23]=[CH:24][CH:25]=[CH:26][N:21]=3)=[C:11]2[N:10]=1. The catalyst class is: 18. (2) Reactant: [Br:1][C:2]1[CH:3]=[C:4]2[C:9](=[CH:10][CH:11]=1)[CH:8]=[C:7]([C:12](Cl)=[O:13])[CH:6]=[CH:5]2.[Si]([CH:19]=[N+:20]=[N-:21])(C)(C)C. Product: [Br:1][C:2]1[CH:3]=[C:4]2[C:9](=[CH:10][CH:11]=1)[CH:8]=[C:7]([C:12](=[O:13])[CH:19]=[N+:20]=[N-:21])[CH:6]=[CH:5]2. The catalyst class is: 4.